The task is: Predict the reactants needed to synthesize the given product.. This data is from Full USPTO retrosynthesis dataset with 1.9M reactions from patents (1976-2016). (1) Given the product [Cl:21][C:15]1[CH:16]=[C:17]([F:20])[CH:18]=[CH:19][C:14]=1[CH:5]1[N:6]=[C:7]([C:9]2[S:10][CH:11]=[CH:12][N:13]=2)[NH:8][C:3]([CH2:2][N:33]2[CH2:38][CH2:37][S:36](=[O:39])(=[O:40])[CH2:35][C@H:34]2[C:41]([OH:43])=[O:42])=[C:4]1[C:22]([O:24][CH2:25][CH3:26])=[O:23], predict the reactants needed to synthesize it. The reactants are: Br[CH2:2][C:3]1[NH:8][C:7]([C:9]2[S:10][CH:11]=[CH:12][N:13]=2)=[N:6][CH:5]([C:14]2[CH:19]=[CH:18][C:17]([F:20])=[CH:16][C:15]=2[Cl:21])[C:4]=1[C:22]([O:24][CH2:25][CH3:26])=[O:23].C([O-])([O-])=O.[K+].[K+].[NH:33]1[CH2:38][CH2:37][S:36](=[O:40])(=[O:39])[CH2:35][C@H:34]1[C:41]([OH:43])=[O:42]. (2) Given the product [Br:1][C:2]1[N:6]2[C:7](=[O:13])[CH:8]=[C:9]([CH2:11][C:21]3[CH:22]=[C:17]([CH:18]=[CH:19][CH:20]=3)[C:15]#[N:16])[N:10]=[C:5]2[S:4][C:3]=1[CH3:14], predict the reactants needed to synthesize it. The reactants are: [Br:1][C:2]1[N:6]2[C:7](=[O:13])[CH:8]=[C:9]([CH2:11]Cl)[N:10]=[C:5]2[S:4][C:3]=1[CH3:14].[C:15]([C:17]1[CH:18]=[C:19](B(O)O)[CH:20]=[CH:21][CH:22]=1)#[N:16].P([O-])([O-])([O-])=O.[K+].[K+].[K+]. (3) Given the product [CH2:38]([O:37][C:35]([N:1]1[CH2:2][CH2:3][CH:4]([CH2:7][NH:8][C:9]([C:11]2[C:15]3[N:16]=[CH:17][N:18]=[C:19]([C:20]4[C:28]5[O:27][CH2:26][O:25][C:24]=5[CH:23]=[CH:22][C:21]=4[O:29][CH2:30][CH:31]4[CH2:32][CH2:33]4)[C:14]=3[NH:13][CH:12]=2)=[O:10])[CH2:5][CH2:6]1)=[O:36])[CH3:39], predict the reactants needed to synthesize it. The reactants are: [NH:1]1[CH2:6][CH2:5][CH:4]([CH2:7][NH:8][C:9]([C:11]2[C:15]3[N:16]=[CH:17][N:18]=[C:19]([C:20]4[C:28]5[O:27][CH2:26][O:25][C:24]=5[CH:23]=[CH:22][C:21]=4[O:29][CH2:30][CH:31]4[CH2:33][CH2:32]4)[C:14]=3[NH:13][CH:12]=2)=[O:10])[CH2:3][CH2:2]1.Cl[C:35]([O:37][CH2:38][CH3:39])=[O:36].